Dataset: Full USPTO retrosynthesis dataset with 1.9M reactions from patents (1976-2016). Task: Predict the reactants needed to synthesize the given product. (1) Given the product [O:27]=[C:26]1[CH:12]([NH:11][C:9](=[O:10])[O:8][CH2:1][C:2]2[CH:3]=[CH:4][CH:5]=[CH:6][CH:7]=2)[CH2:18][C:19]2[C:24](=[CH:23][CH:22]=[C:21]([C:33]3[CH:38]=[CH:37][CH:36]=[CH:35][CH:34]=3)[N:20]=2)[NH:25]1, predict the reactants needed to synthesize it. The reactants are: [CH2:1]([O:8][C:9]([NH:11][CH:12]([CH2:18][C:19]1[C:24]([NH:25][C:26](OC(C)(C)C)=[O:27])=[CH:23][CH:22]=[C:21]([C:33]2[CH:38]=[CH:37][CH:36]=[CH:35][CH:34]=2)[N:20]=1)C(OCC)=O)=[O:10])[C:2]1[CH:7]=[CH:6][CH:5]=[CH:4][CH:3]=1. (2) The reactants are: [NH:1]1[C:9]2[C:4](=[N:5][CH:6]=[CH:7][CH:8]=2)[CH:3]=[CH:2]1.N1C2=NC=[CH:17][CH:18]=[C:13]2[CH:12]=[CH:11]1. Given the product [CH2:11]([N:1]1[C:9]2[C:4](=[N:5][CH:6]=[CH:7][CH:8]=2)[CH:3]=[CH:2]1)[CH2:12][CH2:13][CH2:18][CH3:17], predict the reactants needed to synthesize it. (3) Given the product [OH:9][CH:8]([C:7]1[CH:6]=[CH:5][C:4]([N+:1]([O-:3])=[O:2])=[CH:11][CH:10]=1)[CH:13]1[CH2:14][CH2:15][CH2:16][CH2:17][C:12]1=[O:18], predict the reactants needed to synthesize it. The reactants are: [N+:1]([C:4]1[CH:11]=[CH:10][C:7]([CH:8]=[O:9])=[CH:6][CH:5]=1)([O-:3])=[O:2].[C:12]1(=[O:18])[CH2:17][CH2:16][CH2:15][CH2:14][CH2:13]1.C(Cl)(Cl)Cl. (4) Given the product [OH:3][CH2:4][C:6]1[N:10]2[N:11]=[CH:12][C:13]([C:29]#[N:30])=[C:14]([NH:15][C:16]3[CH:21]=[CH:20][C:19]([O:22][C:23]4[CH:28]=[CH:27][CH:26]=[CH:25][CH:24]=4)=[CH:18][CH:17]=3)[C:9]2=[CH:8][CH:7]=1, predict the reactants needed to synthesize it. The reactants are: C([O:3][C:4]([C:6]1[N:10]2[N:11]=[CH:12][C:13]([C:29]#[N:30])=[C:14]([NH:15][C:16]3[CH:21]=[CH:20][C:19]([O:22][C:23]4[CH:28]=[CH:27][CH:26]=[CH:25][CH:24]=4)=[CH:18][CH:17]=3)[C:9]2=[CH:8][CH:7]=1)=O)C.CC(C[AlH]CC(C)C)C. (5) Given the product [CH3:1][O:2][C:3]1[N:4]=[C:5]([CH2:13][P:14](=[O:21])([O:18][CH2:19][CH3:20])[O:15][CH2:16][CH3:17])[CH:6]=[CH:7][C:8]=1[N+:9]([O-:11])=[O:10], predict the reactants needed to synthesize it. The reactants are: [CH3:1][O:2][C:3]1[C:8]([N+:9]([O-:11])=[O:10])=[CH:7][CH:6]=[CH:5][N:4]=1.Cl[CH2:13][P:14](=[O:21])([O:18][CH2:19][CH3:20])[O:15][CH2:16][CH3:17].CC(C)([O-])C.[K+]. (6) Given the product [CH3:56][O:55][C:52]1[CH:53]=[CH:54][C:49]([C:45]([C:42]2[CH:43]=[CH:44][C:39]([NH:38][C:36](=[O:37])[C:35]3[C:57]([CH3:58])=[CH:31][CH:32]=[N:33][CH:34]=3)=[N:40][CH:41]=2)=[C:46]([CH3:48])[CH3:47])=[CH:50][CH:51]=1, predict the reactants needed to synthesize it. The reactants are: COC1C=CC(C(C2C=CC(N)=NC=2)=C(C)C)=CC=1.CC1C(C(O)=O)=CN=CC=1.F[C:31]1[CH:32]=[N:33][CH:34]=[C:35]([C:57]=1[CH3:58])[C:36]([NH:38][C:39]1[CH:44]=[CH:43][C:42]([C:45]([C:49]2[CH:54]=[CH:53][C:52]([O:55][CH3:56])=[CH:51][CH:50]=2)=[C:46]([CH3:48])[CH3:47])=[CH:41][N:40]=1)=[O:37]. (7) The reactants are: [C:1]1([C@H:13]2[C@H:17]([C:18]3[C:26]4[C:21](=[CH:22][CH:23]=[CH:24][CH:25]=4)[NH:20][CH:19]=3)[C:16](=[O:27])[N:15]([CH2:28][O:29][P:30](=[O:47])([O:39]CC3C=CC=CC=3)[O:31]CC3C=CC=CC=3)[C:14]2=[O:48])[C:11]2=[C:12]3[C:7](=[CH:8][CH:9]=[CH:10]2)[CH2:6][CH2:5][CH2:4][N:3]3[CH:2]=1.[H][H]. Given the product [C:1]1([C@H:13]2[C@H:17]([C:18]3[C:26]4[C:21](=[CH:22][CH:23]=[CH:24][CH:25]=4)[NH:20][CH:19]=3)[C:16](=[O:27])[N:15]([CH2:28][O:29][P:30](=[O:31])([OH:39])[OH:47])[C:14]2=[O:48])[C:11]2=[C:12]3[C:7](=[CH:8][CH:9]=[CH:10]2)[CH2:6][CH2:5][CH2:4][N:3]3[CH:2]=1, predict the reactants needed to synthesize it.